Predict the product of the given reaction. From a dataset of Forward reaction prediction with 1.9M reactions from USPTO patents (1976-2016). (1) Given the reactants [Si:1]([O:8][CH2:9][CH2:10][O:11][C:12]1[C:17]([CH3:18])=[CH:16][C:15]([C:19]2[NH:28][C:27](=[O:29])[C:26]3[C:21](=[CH:22][CH:23]=[C:24]([CH:30]=O)[CH:25]=3)[N:20]=2)=[CH:14][C:13]=1[CH3:32])([C:4]([CH3:7])([CH3:6])[CH3:5])([CH3:3])[CH3:2].[CH3:33][N:34]1[CH2:39][CH2:38][NH:37][CH2:36][CH2:35]1.[BH-](OC(C)=O)(OC(C)=O)OC(C)=O.[Na+], predict the reaction product. The product is: [Si:1]([O:8][CH2:9][CH2:10][O:11][C:12]1[C:17]([CH3:18])=[CH:16][C:15]([C:19]2[NH:28][C:27](=[O:29])[C:26]3[C:21](=[CH:22][CH:23]=[C:24]([CH2:30][N:37]4[CH2:38][CH2:39][N:34]([CH3:33])[CH2:35][CH2:36]4)[CH:25]=3)[N:20]=2)=[CH:14][C:13]=1[CH3:32])([C:4]([CH3:7])([CH3:6])[CH3:5])([CH3:3])[CH3:2]. (2) Given the reactants [CH2:1]([N:7]1[C:11]2[CH:12]=[CH:13][S:14][C:10]=2[C:9]2[S:15][CH:16]=[CH:17][C:8]1=2)[CH2:2][CH2:3][CH2:4][CH2:5][CH3:6].[Li]CCCC.[CH:23](N1CCCCC1)=[O:24].[NH4+].[Cl-].C1C[O:36][CH2:35]C1, predict the reaction product. The product is: [CH2:1]([N:7]1[C:11]2[CH:12]=[C:13]([CH:35]=[O:36])[S:14][C:10]=2[C:9]2[S:15][C:16]([CH:23]=[O:24])=[CH:17][C:8]1=2)[CH2:2][CH2:3][CH2:4][CH2:5][CH3:6]. (3) Given the reactants Cl[C:2]1[N:7]=[C:6]([N:8]2[CH2:13][CH2:12][CH:11]([OH:14])[CH2:10][CH2:9]2)[CH:5]=[C:4]([C:15]2[CH:20]=[CH:19][CH:18]=[CH:17][CH:16]=2)[N:3]=1.[Cl:21][C:22]1[CH:23]=[C:24]([CH:26]=[CH:27][C:28]=1[O:29][CH3:30])[NH2:25], predict the reaction product. The product is: [Cl:21][C:22]1[CH:23]=[C:24]([NH:25][C:2]2[N:7]=[C:6]([N:8]3[CH2:13][CH2:12][CH:11]([OH:14])[CH2:10][CH2:9]3)[CH:5]=[C:4]([C:15]3[CH:20]=[CH:19][CH:18]=[CH:17][CH:16]=3)[N:3]=2)[CH:26]=[CH:27][C:28]=1[O:29][CH3:30]. (4) Given the reactants Cl[C:2]1[C:3]2[C:10]3[CH2:11][CH2:12][CH2:13][CH2:14][C:9]=3[S:8][C:4]=2[N:5]=[CH:6][N:7]=1, predict the reaction product. The product is: [N:5]1[C:4]2[S:8][C:9]3[CH2:14][CH2:13][CH2:12][CH2:11][C:10]=3[C:3]=2[C:2]([CH:2]([NH2:7])[CH2:3][CH2:4][NH2:5])=[N:7][CH:6]=1. (5) Given the reactants [CH3:1][N:2]1[CH2:18][CH2:17][C:5]2[N:6]([CH2:14][C:15]#[CH:16])[C:7]3[CH:8]=[CH:9][C:10]([CH3:13])=[CH:11][C:12]=3[C:4]=2[CH2:3]1.Br[C:20]1[CH:21]=[N:22][CH:23]=[CH:24][CH:25]=1.C(N(CC)CC)C, predict the reaction product. The product is: [CH3:1][N:2]1[CH2:18][CH2:17][C:5]2[N:6]([CH2:14][C:15]#[C:16][C:21]3[CH:20]=[CH:25][CH:24]=[CH:23][N:22]=3)[C:7]3[CH:8]=[CH:9][C:10]([CH3:13])=[CH:11][C:12]=3[C:4]=2[CH2:3]1. (6) The product is: [CH3:1][N:2]([CH3:31])[C:3]1[C:8]([CH2:9][C:10]([O:12][CH3:13])=[O:11])=[CH:7][N:6]=[C:5]([CH2:14][C:15]2[CH:20]=[CH:19][C:18]([NH:21][C:22]([O:24][CH2:37][C:36]3[CH:39]=[CH:40][C:33]([F:32])=[CH:34][CH:35]=3)=[O:23])=[CH:17][CH:16]=2)[N:4]=1. Given the reactants [CH3:1][N:2]([CH3:31])[C:3]1[C:8]([CH2:9][C:10]([O:12][CH3:13])=[O:11])=[CH:7][N:6]=[C:5]([CH2:14][C:15]2[CH:20]=[CH:19][C:18]([NH:21][C:22]([O:24]C3C=CC=CC=3)=[O:23])=[CH:17][CH:16]=2)[N:4]=1.[F:32][C:33]1[CH:40]=[CH:39][C:36]([CH2:37]O)=[CH:35][CH:34]=1.C(N(CC)C(C)C)(C)C, predict the reaction product. (7) Given the reactants Cl.[NH2:2][CH:3]([C:8]([CH:10]1[CH2:12][CH2:11]1)=[O:9])[C:4]([O:6][CH3:7])=[O:5].[F:13][C:14]([F:25])([F:24])[C:15]1[CH:16]=[C:17]([CH:21]=[CH:22][CH:23]=1)[C:18](O)=[O:19].CN(C)CCCN=C=NCC.ON1C2C=CC=CC=2N=N1.C(N(CC)CC)C.C(=O)([O-])O.[Na+], predict the reaction product. The product is: [CH:10]1([C:8](=[O:9])[CH:3]([NH:2][C:18]([C:17]2[CH:21]=[CH:22][CH:23]=[C:15]([C:14]([F:13])([F:24])[F:25])[CH:16]=2)=[O:19])[C:4]([O:6][CH3:7])=[O:5])[CH2:12][CH2:11]1.